This data is from Reaction yield outcomes from USPTO patents with 853,638 reactions. The task is: Predict the reaction yield, written as a fraction of the theoretical maximum amount of product (1.0 means a 100% yield; for example, 0.34 means a 34% yield). (1) The reactants are [Cl:1][C:2]1[CH:3]=[C:4]([NH:23][C:24]([C:26]2[C:27]([C:32]3[CH:37]=[CH:36][CH:35]=[CH:34][CH:33]=3)=[CH:28][CH:29]=[CH:30][CH:31]=2)=[O:25])[CH:5]=[CH:6][C:7]=1[C:8]([N:10]1[C:16]2[CH:17]=[CH:18][CH:19]=[CH:20][C:15]=2[CH2:14][NH:13][C@H:12]([CH2:21][OH:22])[CH2:11]1)=[O:9].[CH:38](=O)[C:39]1[CH:44]=[CH:43][CH:42]=[CH:41][CH:40]=1.C(O[BH-](OC(=O)C)OC(=O)C)(=O)C.[Na+]. The catalyst is C(Cl)CCl.C(Cl)Cl. The product is [CH2:38]([N:13]1[CH2:14][C:15]2[CH:20]=[CH:19][CH:18]=[CH:17][C:16]=2[N:10]([C:8]([C:7]2[CH:6]=[CH:5][C:4]([NH:23][C:24]([C:26]3[C:27]([C:32]4[CH:37]=[CH:36][CH:35]=[CH:34][CH:33]=4)=[CH:28][CH:29]=[CH:30][CH:31]=3)=[O:25])=[CH:3][C:2]=2[Cl:1])=[O:9])[CH2:11][C@H:12]1[CH2:21][OH:22])[C:39]1[CH:44]=[CH:43][CH:42]=[CH:41][CH:40]=1. The yield is 0.810. (2) The reactants are [Cl-].[CH2:2]([O:4][C:5]([CH2:7][C:8](=O)[CH2:9][CH:10]1[C:19]2[C:14](=[CH:15][C:16]([O:22][CH3:23])=[C:17]([O:20][CH3:21])[CH:18]=2)[CH2:13][CH2:12][NH2+:11]1)=[O:6])[CH3:3].C([O-])(=O)C.[Na+].C=O.C([O-])(=O)C.[NH4+:36].[CH3:37]O. No catalyst specified. The product is [CH2:2]([O:4][C:5]([C:7]1[CH2:37][N:11]2[CH2:12][CH2:13][C:14]3[C:19]([CH:10]2[CH2:9][C:8]=1[NH2:36])=[CH:18][C:17]([O:20][CH3:21])=[C:16]([O:22][CH3:23])[CH:15]=3)=[O:6])[CH3:3]. The yield is 0.730. (3) The reactants are [Cl:1][C:2]1[CH:7]=[CH:6][CH:5]=[CH:4][C:3]=1[C:8](=[O:14])[CH2:9][C:10]([O:12][CH3:13])=[O:11].[CH3:15][N:16]([CH:18](OC)OC)[CH3:17]. The catalyst is O. The product is [Cl:1][C:2]1[CH:7]=[CH:6][CH:5]=[CH:4][C:3]=1[C:8]([C:9](=[CH:15][N:16]([CH3:18])[CH3:17])[C:10]([O:12][CH3:13])=[O:11])=[O:14]. The yield is 0.960. (4) The reactants are [OH-].[Na+].C([NH:11][C:12]([NH:14][C:15]1[CH:20]=[C:19]([Br:21])[CH:18]=[C:17]([Br:22])[CH:16]=1)=[S:13])(=O)C1C=CC=CC=1. The catalyst is O.C1COCC1. The product is [Br:21][C:19]1[CH:20]=[C:15]([NH:14][C:12]([NH2:11])=[S:13])[CH:16]=[C:17]([Br:22])[CH:18]=1. The yield is 0.950.